From a dataset of NCI-60 drug combinations with 297,098 pairs across 59 cell lines. Regression. Given two drug SMILES strings and cell line genomic features, predict the synergy score measuring deviation from expected non-interaction effect. (1) Cell line: UACC62. Drug 2: CCC1=C2CN3C(=CC4=C(C3=O)COC(=O)C4(CC)O)C2=NC5=C1C=C(C=C5)O. Drug 1: CN1C(=O)N2C=NC(=C2N=N1)C(=O)N. Synergy scores: CSS=35.2, Synergy_ZIP=-2.55, Synergy_Bliss=-0.296, Synergy_Loewe=-11.4, Synergy_HSA=-0.317. (2) Drug 1: C1=CC(=CC=C1CCC2=CNC3=C2C(=O)NC(=N3)N)C(=O)NC(CCC(=O)O)C(=O)O. Drug 2: CS(=O)(=O)CCNCC1=CC=C(O1)C2=CC3=C(C=C2)N=CN=C3NC4=CC(=C(C=C4)OCC5=CC(=CC=C5)F)Cl. Cell line: NCI-H522. Synergy scores: CSS=30.0, Synergy_ZIP=-13.6, Synergy_Bliss=-10.0, Synergy_Loewe=-31.1, Synergy_HSA=-8.67. (3) Drug 1: C1=NNC2=C1C(=O)NC=N2. Drug 2: CC1C(C(CC(O1)OC2CC(CC3=C2C(=C4C(=C3O)C(=O)C5=CC=CC=C5C4=O)O)(C(=O)C)O)N)O. Cell line: U251. Synergy scores: CSS=42.9, Synergy_ZIP=-0.264, Synergy_Bliss=-0.841, Synergy_Loewe=-26.8, Synergy_HSA=0.434. (4) Drug 1: CC=C1C(=O)NC(C(=O)OC2CC(=O)NC(C(=O)NC(CSSCCC=C2)C(=O)N1)C(C)C)C(C)C. Drug 2: CN(C(=O)NC(C=O)C(C(C(CO)O)O)O)N=O. Cell line: SNB-19. Synergy scores: CSS=63.3, Synergy_ZIP=3.05, Synergy_Bliss=-0.871, Synergy_Loewe=-49.4, Synergy_HSA=-2.36.